Dataset: Merck oncology drug combination screen with 23,052 pairs across 39 cell lines. Task: Regression. Given two drug SMILES strings and cell line genomic features, predict the synergy score measuring deviation from expected non-interaction effect. (1) Drug 1: N.N.O=C(O)C1(C(=O)O)CCC1.[Pt]. Drug 2: Cc1nc(Nc2ncc(C(=O)Nc3c(C)cccc3Cl)s2)cc(N2CCN(CCO)CC2)n1. Cell line: NCIH460. Synergy scores: synergy=10.7. (2) Drug 1: O=S1(=O)NC2(CN1CC(F)(F)F)C1CCC2Cc2cc(C=CCN3CCC(C(F)(F)F)CC3)ccc2C1. Drug 2: Cn1c(=O)n(-c2ccc(C(C)(C)C#N)cc2)c2c3cc(-c4cnc5ccccc5c4)ccc3ncc21. Cell line: PA1. Synergy scores: synergy=41.4. (3) Drug 1: CN(C)C(=N)N=C(N)N. Drug 2: CCN(CC)CCNC(=O)c1c(C)[nH]c(C=C2C(=O)Nc3ccc(F)cc32)c1C. Cell line: NCIH23. Synergy scores: synergy=2.79. (4) Drug 1: N.N.O=C(O)C1(C(=O)O)CCC1.[Pt]. Drug 2: CC(C)CC(NC(=O)C(Cc1ccccc1)NC(=O)c1cnccn1)B(O)O. Cell line: A2058. Synergy scores: synergy=-15.8. (5) Synergy scores: synergy=27.8. Drug 1: CC1CC2C3CCC4=CC(=O)C=CC4(C)C3(F)C(O)CC2(C)C1(O)C(=O)CO. Cell line: SKOV3. Drug 2: CCN(CC)CCNC(=O)c1c(C)[nH]c(C=C2C(=O)Nc3ccc(F)cc32)c1C. (6) Drug 1: CC(=O)OC1C(=O)C2(C)C(O)CC3OCC3(OC(C)=O)C2C(OC(=O)c2ccccc2)C2(O)CC(OC(=O)C(O)C(NC(=O)c3ccccc3)c3ccccc3)C(C)=C1C2(C)C. Drug 2: COC1=C2CC(C)CC(OC)C(O)C(C)C=C(C)C(OC(N)=O)C(OC)C=CC=C(C)C(=O)NC(=CC1=O)C2=O. Cell line: ZR751. Synergy scores: synergy=-7.61.